This data is from Full USPTO retrosynthesis dataset with 1.9M reactions from patents (1976-2016). The task is: Predict the reactants needed to synthesize the given product. (1) Given the product [C:16]([NH:1][C:2]1[C:3]2[CH:14]=[CH:13][CH:12]=[CH:11][C:4]=2[S:5][C:6]=1[C:7]([O:9][CH3:10])=[O:8])(=[O:15])[CH3:17], predict the reactants needed to synthesize it. The reactants are: [NH2:1][C:2]1[C:3]2[CH:14]=[CH:13][CH:12]=[CH:11][C:4]=2[S:5][C:6]=1[C:7]([O:9][CH3:10])=[O:8].[O:15]1CC[CH2:17][CH2:16]1.[H-].[Na+].C(Cl)(=O)C. (2) The reactants are: [NH:1]1[CH2:6][CH2:5][O:4][CH2:3][CH2:2]1.C(=O)([O-])[O-].[K+].[K+].F[C:14]1[CH:21]=[CH:20][C:17]([C:18]#[N:19])=[CH:16][C:15]=1[O:22][CH3:23]. Given the product [O:4]1[CH2:5][CH2:6][N:1]([C:14]2[CH:21]=[CH:20][C:17]([C:18]#[N:19])=[CH:16][C:15]=2[O:22][CH3:23])[CH2:2][CH2:3]1, predict the reactants needed to synthesize it. (3) Given the product [NH2:25][C:26]1[C:27]([C:36]([NH:48][C@H:47]([C:49]([O:51][CH3:52])=[O:50])[CH2:46][O:45][CH:42]2[CH2:43][CH2:44][O:39][CH2:40][CH2:41]2)=[O:38])=[CH:28][C:29]2[C:34]([CH:35]=1)=[CH:33][CH:32]=[CH:31][CH:30]=2, predict the reactants needed to synthesize it. The reactants are: CN(C(ON1N=NC2C=CC=NC1=2)=[N+](C)C)C.F[P-](F)(F)(F)(F)F.[NH2:25][C:26]1[C:27]([C:36]([OH:38])=O)=[CH:28][C:29]2[C:34]([CH:35]=1)=[CH:33][CH:32]=[CH:31][CH:30]=2.[O:39]1[CH2:44][CH2:43][CH:42]([O:45][CH2:46][C@@H:47]([C:49]([O:51][CH3:52])=[O:50])[NH2:48])[CH2:41][CH2:40]1.C(N(C(C)C)CC)(C)C. (4) Given the product [CH3:16][O:12][C:11](=[O:13])[CH2:10][C@@H:9]([C:6]1[CH:5]=[CH:4][C:3]([CH2:2][OH:1])=[CH:8][CH:7]=1)[CH2:14][CH3:15], predict the reactants needed to synthesize it. The reactants are: [OH:1][CH2:2][C:3]1[CH:8]=[CH:7][C:6]([C@@H:9]([CH2:14][CH3:15])[CH2:10][C:11]([OH:13])=[O:12])=[CH:5][CH:4]=1.[CH3:16]O. (5) Given the product [CH3:17][CH:18]1[CH2:20][C:4]([S:2]([CH3:1])=[O:3])([S:5][CH3:6])[CH2:19]1, predict the reactants needed to synthesize it. The reactants are: [CH3:1][S:2]([CH2:4][S:5][CH3:6])=[O:3].C([Li])CCC.S(OCC(C)COS(C1C=[CH:20][C:18]([CH3:19])=[CH:17]C=1)(=O)=O)(C1C=[CH:20][C:18]([CH3:19])=[CH:17]C=1)(=O)=O.O. (6) Given the product [CH3:8][C:7]([C:11]1[CH:16]=[CH:15][C:14]([S:17]([NH:20][C:21]2[C:26]([O:27][C:28]3[CH:33]=[CH:32][CH:31]=[CH:30][C:29]=3[O:34][CH3:35])=[C:25]([O:3][CH2:2][CH2:1][OH:4])[N:24]=[C:23]([C:23]3[N:5]=[CH:25][CH:26]=[CH:21][N:22]=3)[N:22]=2)(=[O:19])=[O:18])=[CH:13][CH:12]=1)([CH3:10])[CH3:9], predict the reactants needed to synthesize it. The reactants are: [CH2:1]([OH:4])[CH2:2][OH:3].[NH2-:5].[Na+].[C:7]([C:11]1[CH:16]=[CH:15][C:14]([S:17]([NH:20][C:21]2[C:26]([O:27][C:28]3[CH:33]=[CH:32][CH:31]=[CH:30][C:29]=3[O:34][CH3:35])=[C:25](Cl)[N:24]=[CH:23][N:22]=2)(=[O:19])=[O:18])=[CH:13][CH:12]=1)([CH3:10])([CH3:9])[CH3:8].Cl. (7) Given the product [C:12]([O:11][C:9](=[O:10])[NH:16][CH:17]1[CH2:22][CH2:21][N:20]([CH:5]2[CH2:6][CH2:7][N:2]([CH3:1])[CH2:3][CH2:4]2)[CH2:19][CH2:18]1)([CH3:15])([CH3:14])[CH3:13], predict the reactants needed to synthesize it. The reactants are: [CH3:1][N:2]1[CH2:7][CH2:6][C:5](=O)[CH2:4][CH2:3]1.[C:9]([NH:16][CH:17]1[CH2:22][CH2:21][NH:20][CH2:19][CH2:18]1)([O:11][C:12]([CH3:15])([CH3:14])[CH3:13])=[O:10].C(O[BH-](OC(=O)C)OC(=O)C)(=O)C.[Na+].C(O)(=O)C. (8) Given the product [CH:44]1([CH2:43][C@H:21]([NH:20][C:17]([C:13]2[O:12][CH:16]=[CH:15][CH:14]=2)=[O:19])[C:22](=[O:23])[NH:24][C@H:25]2[CH2:31][CH2:30][C@@H:29]([CH3:32])[N:28]([S:33]([C:36]3[CH:41]=[CH:40][CH:39]=[CH:38][N:37]=3)(=[O:35])=[O:34])[CH2:27][C:26]2=[O:42])[CH2:49][CH2:48][CH2:47][CH2:46][CH2:45]1, predict the reactants needed to synthesize it. The reactants are: CN(C)CCCN=C=NCC.[O:12]1[CH:16]=[CH:15][CH:14]=[C:13]1[C:17]([OH:19])=O.[NH2:20][C@@H:21]([CH2:43][CH:44]1[CH2:49][CH2:48][CH2:47][CH2:46][CH2:45]1)[C:22]([NH:24][C@H:25]1[CH2:31][CH2:30][C@@H:29]([CH3:32])[N:28]([S:33]([C:36]2[CH:41]=[CH:40][CH:39]=[CH:38][N:37]=2)(=[O:35])=[O:34])[CH2:27][C@@H:26]1[OH:42])=[O:23].C(N(C(C)C)CC)(C)C.OC1C2N=NNC=2C=CC=1.